This data is from NCI-60 drug combinations with 297,098 pairs across 59 cell lines. The task is: Regression. Given two drug SMILES strings and cell line genomic features, predict the synergy score measuring deviation from expected non-interaction effect. (1) Drug 1: CC1=C2C(C(=O)C3(C(CC4C(C3C(C(C2(C)C)(CC1OC(=O)C(C(C5=CC=CC=C5)NC(=O)C6=CC=CC=C6)O)O)OC(=O)C7=CC=CC=C7)(CO4)OC(=O)C)O)C)OC(=O)C. Drug 2: C1=CC=C(C=C1)NC(=O)CCCCCCC(=O)NO. Cell line: SF-268. Synergy scores: CSS=15.5, Synergy_ZIP=-10.3, Synergy_Bliss=-8.28, Synergy_Loewe=-9.68, Synergy_HSA=-6.31. (2) Drug 1: C1CCC(CC1)NC(=O)N(CCCl)N=O. Drug 2: C#CCC(CC1=CN=C2C(=N1)C(=NC(=N2)N)N)C3=CC=C(C=C3)C(=O)NC(CCC(=O)O)C(=O)O. Cell line: SK-MEL-2. Synergy scores: CSS=1.25, Synergy_ZIP=-6.76, Synergy_Bliss=-14.3, Synergy_Loewe=-14.7, Synergy_HSA=-14.6. (3) Drug 1: C1=CC(=CC=C1CCC2=CNC3=C2C(=O)NC(=N3)N)C(=O)NC(CCC(=O)O)C(=O)O. Drug 2: CC1CCC2CC(C(=CC=CC=CC(CC(C(=O)C(C(C(=CC(C(=O)CC(OC(=O)C3CCCCN3C(=O)C(=O)C1(O2)O)C(C)CC4CCC(C(C4)OC)OCCO)C)C)O)OC)C)C)C)OC. Cell line: HCC-2998. Synergy scores: CSS=34.6, Synergy_ZIP=1.30, Synergy_Bliss=-0.533, Synergy_Loewe=-0.779, Synergy_HSA=3.15. (4) Drug 1: CC1=C(C(CCC1)(C)C)C=CC(=CC=CC(=CC(=O)O)C)C. Drug 2: C1=NC2=C(N=C(N=C2N1C3C(C(C(O3)CO)O)F)Cl)N. Cell line: MALME-3M. Synergy scores: CSS=14.8, Synergy_ZIP=-5.13, Synergy_Bliss=-0.783, Synergy_Loewe=0.756, Synergy_HSA=0.992. (5) Drug 1: CN(C)C1=NC(=NC(=N1)N(C)C)N(C)C. Drug 2: C1CN1P(=S)(N2CC2)N3CC3. Cell line: IGROV1. Synergy scores: CSS=30.7, Synergy_ZIP=16.0, Synergy_Bliss=16.0, Synergy_Loewe=11.0, Synergy_HSA=16.9. (6) Drug 1: CNC(=O)C1=CC=CC=C1SC2=CC3=C(C=C2)C(=NN3)C=CC4=CC=CC=N4. Drug 2: CNC(=O)C1=NC=CC(=C1)OC2=CC=C(C=C2)NC(=O)NC3=CC(=C(C=C3)Cl)C(F)(F)F. Cell line: PC-3. Synergy scores: CSS=25.7, Synergy_ZIP=-5.88, Synergy_Bliss=-2.93, Synergy_Loewe=-6.64, Synergy_HSA=-4.85. (7) Drug 2: CNC(=O)C1=NC=CC(=C1)OC2=CC=C(C=C2)NC(=O)NC3=CC(=C(C=C3)Cl)C(F)(F)F. Drug 1: C1=CN(C(=O)N=C1N)C2C(C(C(O2)CO)O)O.Cl. Cell line: HCT-15. Synergy scores: CSS=27.5, Synergy_ZIP=-7.08, Synergy_Bliss=-0.946, Synergy_Loewe=-46.2, Synergy_HSA=-4.03. (8) Drug 1: CN(CC1=CN=C2C(=N1)C(=NC(=N2)N)N)C3=CC=C(C=C3)C(=O)NC(CCC(=O)O)C(=O)O. Drug 2: CC1C(C(CC(O1)OC2CC(CC3=C2C(=C4C(=C3O)C(=O)C5=CC=CC=C5C4=O)O)(C(=O)C)O)N)O. Cell line: NCI-H226. Synergy scores: CSS=40.2, Synergy_ZIP=-5.97, Synergy_Bliss=-6.84, Synergy_Loewe=-19.7, Synergy_HSA=-2.39. (9) Drug 2: CN(C)C1=NC(=NC(=N1)N(C)C)N(C)C. Synergy scores: CSS=3.89, Synergy_ZIP=1.78, Synergy_Bliss=5.32, Synergy_Loewe=0.690, Synergy_HSA=2.78. Drug 1: CC(C1=C(C=CC(=C1Cl)F)Cl)OC2=C(N=CC(=C2)C3=CN(N=C3)C4CCNCC4)N. Cell line: U251.